From a dataset of Forward reaction prediction with 1.9M reactions from USPTO patents (1976-2016). Predict the product of the given reaction. (1) Given the reactants [CH3:1][C:2]1[CH:3]([C:12]([O:14][CH2:15][CH3:16])=[O:13])[C:4]2([CH2:9][CH2:10][CH:11]=1)[CH2:8][CH2:7][CH2:6][CH2:5]2.CC1CCCC2(CCCC2)C=1C(OC)=O.CC1C(C(OC)=O)C2(CCC=1)CCCC2.CC12OC1CCC1(CCCC1)C2C(OCC)=O.OC1CCC2(CCCC2)C(C(OCC)=O)=C1C.C([SiH](CC)CC)C.B(F)(F)F.CCOCC, predict the reaction product. The product is: [CH3:1][C:2]1[CH2:11][CH2:10][CH2:9][C:4]2([CH2:8][CH2:7][CH2:6][CH2:5]2)[C:3]=1[C:12]([O:14][CH2:15][CH3:16])=[O:13]. (2) Given the reactants [Cl:1][C:2]1[CH:27]=[CH:26][C:5]([O:6][CH2:7][C:8]2[CH:9]=[C:10]([CH:23]=[CH:24][CH:25]=2)[CH2:11]C23C=CC=CC2C(NC3=O)=O)=[CH:4][CH:3]=1.O.[NH2:29]N, predict the reaction product. The product is: [Cl:1][C:2]1[CH:27]=[CH:26][C:5]([O:6][CH2:7][C:8]2[CH:9]=[C:10]([CH:23]=[CH:24][CH:25]=2)[CH2:11][NH2:29])=[CH:4][CH:3]=1. (3) Given the reactants CC1(C)C(C=CC2CCC/C(=C/[CH:17]=[C:18]3/[C:19](C)(C)[C:20]4[C:25](N/3CCCCS(O)(=O)=O)=[CH:24][CH:23]=[CH:22][CH:21]=4)/C=2OC2C=CC(OCCCCNCC3OC(O)C(N)C(O)C3O)=CC=2)=[N+](CCCCS([O-])(=O)=O)C2C1=CC=CC=2.[NH:73]1[CH2:77][CH2:76][CH2:75][CH2:74]1.C(=O)(OCC=CC1C=CC=CC=1)OC, predict the reaction product. The product is: [C:20]1([CH:19]([N:73]2[CH2:77][CH2:76][CH2:75][CH2:74]2)[CH:18]=[CH2:17])[CH:21]=[CH:22][CH:23]=[CH:24][CH:25]=1. (4) The product is: [Br:1][C:2]1[CH:3]=[CH:4][C:5]([C:8]2[O:12][N:11]=[C:10]([CH3:13])[C:9]=2[CH:14]([OH:15])[C:17]([F:21])([F:20])[CH:18]=[CH2:19])=[CH:6][CH:7]=1. Given the reactants [Br:1][C:2]1[CH:7]=[CH:6][C:5]([C:8]2[O:12][N:11]=[C:10]([CH3:13])[C:9]=2[CH:14]=[O:15])=[CH:4][CH:3]=1.Br[C:17]([F:21])([F:20])[CH:18]=[CH2:19].[In].[I-].[Na+], predict the reaction product. (5) Given the reactants [NH2:1][C:2]1[O:6][N:5]=[C:4]([C:7]2[CH:12]=[CH:11][CH:10]=[CH:9][C:8]=2[O:13][C:14]([F:17])([F:16])[F:15])[C:3]=1[C:18]([OH:20])=O.Cl.C(N=C=NCCCN(C)C)C.[F:33][C:34]1[CH:39]=[CH:38][C:37]([N:40]2[CH2:45][CH2:44][NH:43][CH2:42][CH2:41]2)=[CH:36][CH:35]=1, predict the reaction product. The product is: [NH2:1][C:2]1[O:6][N:5]=[C:4]([C:7]2[CH:12]=[CH:11][CH:10]=[CH:9][C:8]=2[O:13][C:14]([F:15])([F:16])[F:17])[C:3]=1[C:18]([N:43]1[CH2:42][CH2:41][N:40]([C:37]2[CH:36]=[CH:35][C:34]([F:33])=[CH:39][CH:38]=2)[CH2:45][CH2:44]1)=[O:20]. (6) Given the reactants Br[C:2]1[C:3]([CH3:9])=[C:4]([CH:6]=[CH:7][CH:8]=1)[NH2:5].[CH3:10][C:11]1[CH:16]=[CH:15][C:14](B(O)O)=[CH:13][CH:12]=1.C(=O)([O-])[O-].[Na+].[Na+], predict the reaction product. The product is: [CH3:9][C:3]1[C:4]([NH2:5])=[CH:6][CH:7]=[CH:8][C:2]=1[C:14]1[CH:15]=[CH:16][C:11]([CH3:10])=[CH:12][CH:13]=1. (7) Given the reactants CO[C:3](=[O:14])[C:4]1[C:9]([Cl:10])=[CH:8][C:7]([Cl:11])=[CH:6][C:5]=1[CH2:12]Br.[F:15][CH:16]([F:26])[O:17][C:18]1[CH:25]=[CH:24][C:21]([CH2:22][NH2:23])=[CH:20][CH:19]=1.C([O-])([O-])=O.[K+].[K+].C(OCC)(=O)C, predict the reaction product. The product is: [Cl:11][C:7]1[CH:6]=[C:5]2[C:4](=[C:9]([Cl:10])[CH:8]=1)[C:3](=[O:14])[N:23]([CH2:22][C:21]1[CH:20]=[CH:19][C:18]([O:17][CH:16]([F:15])[F:26])=[CH:25][CH:24]=1)[CH2:12]2. (8) Given the reactants [CH2:1]([O:3][C:4]1[CH:13]=[C:12]2[C:7]([C:8]([NH:17][C:18]3[CH:23]=[CH:22][C:21]([CH2:24][CH3:25])=[CH:20][CH:19]=3)=[C:9]([C:14]([NH2:16])=[O:15])[CH:10]=[N:11]2)=[CH:6][C:5]=1[CH2:26][CH2:27][CH2:28][O:29]C1CCCCO1)[CH3:2].Cl.CO, predict the reaction product. The product is: [CH2:1]([O:3][C:4]1[CH:13]=[C:12]2[C:7]([C:8]([NH:17][C:18]3[CH:19]=[CH:20][C:21]([CH2:24][CH3:25])=[CH:22][CH:23]=3)=[C:9]([C:14]([NH2:16])=[O:15])[CH:10]=[N:11]2)=[CH:6][C:5]=1[CH2:26][CH2:27][CH2:28][OH:29])[CH3:2]. (9) Given the reactants [OH-].[Li+].[CH3:3][O:4][C:5]1[CH:6]=[C:7]2[C:12](=[CH:13][CH:14]=1)[CH:11]([C:15]([O:17]CC)=[O:16])[N:10]([C:20]([O:22][C:23]([CH3:26])([CH3:25])[CH3:24])=[O:21])[CH2:9][CH2:8]2.CCO.Cl, predict the reaction product. The product is: [C:23]([O:22][C:20]([N:10]1[CH2:9][CH2:8][C:7]2[C:12](=[CH:13][CH:14]=[C:5]([O:4][CH3:3])[CH:6]=2)[CH:11]1[C:15]([OH:17])=[O:16])=[O:21])([CH3:26])([CH3:24])[CH3:25]. (10) Given the reactants [Cl:1][CH2:2][C:3]1[CH:11]=[CH:10][C:6]([C:7](Cl)=[O:8])=[CH:5][CH:4]=1.[NH2:12][C:13]1[C:14]2[CH:20]=[C:19]([C:21]([O:23][C:24]([CH3:27])([CH3:26])[CH3:25])=[O:22])[S:18][C:15]=2[NH:16][N:17]=1.N1C(C)=CC(C)=C[C:29]=1[CH3:36].[C:37](=O)([OH:39])[O-:38].[Na+], predict the reaction product. The product is: [Cl:1][CH2:2][C:3]1[CH:11]=[CH:10][C:6]([C:7]([NH:12][C:13]2[C:14]3[CH:20]=[C:19]([C:21]([O:23][C:24]([CH3:27])([CH3:26])[CH3:25])=[O:22])[S:18][C:15]=3[N:16]([C:37]([O:39][CH2:29][CH3:36])=[O:38])[N:17]=2)=[O:8])=[CH:5][CH:4]=1.